The task is: Regression. Given a peptide amino acid sequence and an MHC pseudo amino acid sequence, predict their binding affinity value. This is MHC class II binding data.. This data is from Peptide-MHC class II binding affinity with 134,281 pairs from IEDB. (1) The peptide sequence is GSRAIWYMWLGARYL. The MHC is DRB5_0101 with pseudo-sequence DRB5_0101. The binding affinity (normalized) is 0. (2) The peptide sequence is IKGTAPFETHANRIV. The MHC is HLA-DPA10201-DPB11401 with pseudo-sequence HLA-DPA10201-DPB11401. The binding affinity (normalized) is 0.152. (3) The peptide sequence is GRKRPIVRILRRVHH. The MHC is HLA-DQA10501-DQB10301 with pseudo-sequence HLA-DQA10501-DQB10301. The binding affinity (normalized) is 0.151.